This data is from Forward reaction prediction with 1.9M reactions from USPTO patents (1976-2016). The task is: Predict the product of the given reaction. (1) The product is: [CH3:38][O:37][C:34]1[CH:35]=[CH:36][C:20]2[C:19]([O:1][C:2]3[CH:3]=[CH:4][C:5](/[CH:8]=[C:9](\[CH3:15])/[C:10]([O:12][CH2:13][CH3:14])=[O:11])=[CH:6][CH:7]=3)=[C:23]([C:24]3[CH:29]=[CH:28][C:27]([O:30][CH3:31])=[CH:26][CH:25]=3)[S:22](=[O:32])[C:21]=2[CH:33]=1. Given the reactants [OH:1][C:2]1[CH:7]=[CH:6][C:5](/[CH:8]=[C:9](\[CH3:15])/[C:10]([O:12][CH2:13][CH3:14])=[O:11])=[CH:4][CH:3]=1.[H-].[Na+].Br[C:19]1[C:20]2[CH:36]=[CH:35][C:34]([O:37][CH3:38])=[CH:33][C:21]=2[S:22](=[O:32])[C:23]=1[C:24]1[CH:29]=[CH:28][C:27]([O:30][CH3:31])=[CH:26][CH:25]=1, predict the reaction product. (2) The product is: [F:26][C:16]1[C:17]([O:24][CH3:25])=[CH:18][C:19]([O:22][CH3:23])=[C:20]([F:21])[C:15]=1[N:10]1[CH2:11][C:12]2[CH:13]=[N:14][C:5]3[NH:4][N:3]=[C:2]([CH3:30])[C:6]=3[C:7]=2[N:8]([CH3:28])[C:9]1=[O:27]. Given the reactants Br[C:2]1[C:6]2[C:7]3[N:8]([CH3:28])[C:9](=[O:27])[N:10]([C:15]4[C:20]([F:21])=[C:19]([O:22][CH3:23])[CH:18]=[C:17]([O:24][CH3:25])[C:16]=4[F:26])[CH2:11][C:12]=3[CH:13]=[N:14][C:5]=2[NH:4][N:3]=1.Cl[CH2:30]Cl.[Zn](C)C, predict the reaction product. (3) The product is: [F:32][C:31]([F:34])([F:33])[CH2:30][CH2:29][CH2:28][O:24][C:21]1[CH:22]=[CH:23][C:18]([CH:15]2[CH2:16][CH2:17][N:12]([C:9]3[CH:10]=[CH:11][C:6]4[N:7]([C:3]([C:2]([F:1])([F:25])[F:26])=[N:4][N:5]=4)[N:8]=3)[CH2:13][CH2:14]2)=[CH:19][CH:20]=1. Given the reactants [F:1][C:2]([F:26])([F:25])[C:3]1[N:7]2[N:8]=[C:9]([N:12]3[CH2:17][CH2:16][CH:15]([C:18]4[CH:23]=[CH:22][C:21]([OH:24])=[CH:20][CH:19]=4)[CH2:14][CH2:13]3)[CH:10]=[CH:11][C:6]2=[N:5][N:4]=1.Br[CH2:28][CH2:29][CH2:30][C:31]([F:34])([F:33])[F:32].C(=O)([O-])[O-].[K+].[K+], predict the reaction product. (4) Given the reactants C1C=CC(P(C2C=CC=CC=2)C2C=CC=CC=2)=CC=1.CC([O-])=O.[K+].Br[C:26]1[C:31]([O:32][CH2:33][CH2:34][CH:35]=[CH2:36])=[CH:30][CH:29]=[C:28]([Br:37])[N:27]=1, predict the reaction product. The product is: [Br:37][C:28]1[N:27]=[C:26]2[C:35](=[CH2:36])[CH2:34][CH2:33][O:32][C:31]2=[CH:30][CH:29]=1. (5) Given the reactants Br[CH2:2][C:3]([C:5]1[CH:10]=[CH:9][C:8]([O:11][CH3:12])=[CH:7][C:6]=1[CH3:13])=O.[CH2:14]([N:16]1[CH2:21][CH2:20][CH2:19][CH2:18][CH2:17]1)[CH3:15].C(=O)([O-])[O-].[K+].[K+], predict the reaction product. The product is: [CH3:15][C:14]1[N:16]2[C:21]([CH:20]=[CH:19][CH:18]=[CH:17]2)=[CH:2][C:3]=1[C:5]1[CH:10]=[CH:9][C:8]([O:11][CH3:12])=[CH:7][C:6]=1[CH3:13]. (6) Given the reactants [CH:1]1([N:6]2[C:11]3[N:12]=[C:13](S(C)=O)[N:14]=[CH:15][C:10]=3[CH:9]=[C:8]([CH2:19][O:20][C:21](=[O:23])[CH3:22])[C:7]2=[O:24])[CH2:5][CH2:4][CH2:3][CH2:2]1.[C:25]([O:29][C:30]([N:32]1[CH2:37][CH2:36][N:35]([C:38]2[CH:39]=[N:40][C:41]([NH2:44])=[CH:42][CH:43]=2)[CH2:34][CH2:33]1)=[O:31])([CH3:28])([CH3:27])[CH3:26], predict the reaction product. The product is: [C:25]([O:29][C:30]([N:32]1[CH2:37][CH2:36][N:35]([C:38]2[CH:39]=[N:40][C:41]([NH:44][C:13]3[N:14]=[CH:15][C:10]4[CH:9]=[C:8]([CH2:19][O:20][C:21](=[O:23])[CH3:22])[C:7](=[O:24])[N:6]([CH:1]5[CH2:5][CH2:4][CH2:3][CH2:2]5)[C:11]=4[N:12]=3)=[CH:42][CH:43]=2)[CH2:34][CH2:33]1)=[O:31])([CH3:28])([CH3:26])[CH3:27]. (7) Given the reactants [OH:1][CH:2]1[CH2:6][O:5][CH2:4][CH:3]1[O:7][C:8]1[CH:9]=[C:10]([C:21](O)=[O:22])[CH:11]=[C:12]([C:14]2[CH:19]=[CH:18][C:17]([CH3:20])=[CH:16][CH:15]=2)[CH:13]=1.Cl.Cl.[CH3:26][C:27]1[N:32]=[CH:31][C:30]([C@H:33]([NH2:35])[CH3:34])=[CH:29][CH:28]=1.C(N(CC)C(C)C)(C)C, predict the reaction product. The product is: [OH:1][CH:2]1[CH2:6][O:5][CH2:4][CH:3]1[O:7][C:8]1[CH:9]=[C:10]([C:21]([NH:35][C@@H:33]([C:30]2[CH:31]=[N:32][C:27]([CH3:26])=[CH:28][CH:29]=2)[CH3:34])=[O:22])[CH:11]=[C:12]([C:14]2[CH:15]=[CH:16][C:17]([CH3:20])=[CH:18][CH:19]=2)[CH:13]=1. (8) Given the reactants [Cl:1][C:2]1[N:10]([C:11]2[CH:16]=[CH:15][CH:14]=[CH:13][CH:12]=2)[C:9]2[C:4](=[N:5][CH:6]=[CH:7][CH:8]=2)[C:3]=1[CH:17]=[O:18].Cl([O-])=[O:20].[Na+].P([O-])(O)(O)=O.[Na+], predict the reaction product. The product is: [Cl:1][C:2]1[N:10]([C:11]2[CH:16]=[CH:15][CH:14]=[CH:13][CH:12]=2)[C:9]2[C:4](=[N:5][CH:6]=[CH:7][CH:8]=2)[C:3]=1[C:17]([OH:20])=[O:18].